Predict the reaction yield, written as a fraction of the theoretical maximum amount of product (1.0 means a 100% yield; for example, 0.34 means a 34% yield). From a dataset of Reaction yield outcomes from USPTO patents with 853,638 reactions. (1) The reactants are [Cl:1][C:2]1[CH:7]=[CH:6][CH:5]=[CH:4][C:3]=1[C:8](=[O:17])[CH2:9][CH2:10][CH:11]1[CH2:16][CH2:15][CH2:14][CH2:13][CH2:12]1.[CH2:18]1N2CN3CN(C2)CN1C3.C(OC(=O)C)(=O)C.[OH-].[Na+]. The catalyst is O. The product is [Cl:1][C:2]1[CH:7]=[CH:6][CH:5]=[C:4]2[C:3]=1[C:8](=[O:17])[CH:9]([CH2:10][CH:11]1[CH2:16][CH2:15][CH2:14][CH2:13][CH2:12]1)[CH2:18]2. The yield is 0.610. (2) The reactants are [CH2:1]([N:8]([CH2:15][C:16]1[C:21](Cl)=[N:20][C:19]([N:23]([CH:25]2[CH2:28][CH2:27][CH2:26]2)[CH3:24])=[CH:18][N:17]=1)[CH2:9][C@@H:10]([OH:14])[CH2:11][O:12][CH3:13])[C:2]1[CH:7]=[CH:6][CH:5]=[CH:4][CH:3]=1.CC(C)([O-])C.[K+].O. The catalyst is CN(C=O)C. The product is [CH2:1]([N:8]1[CH2:15][C:16]2[N:17]=[CH:18][C:19]([N:23]([CH:25]3[CH2:28][CH2:27][CH2:26]3)[CH3:24])=[N:20][C:21]=2[O:14][C@@H:10]([CH2:11][O:12][CH3:13])[CH2:9]1)[C:2]1[CH:7]=[CH:6][CH:5]=[CH:4][CH:3]=1. The yield is 0.870. (3) The reactants are [CH2:1]=[CH:2][CH2:3][CH2:4][CH2:5][CH2:6][CH2:7][CH2:8][CH2:9][CH2:10][CH2:11][OH:12].N1C=CC=CC=1.[Br:19][C:20]([CH3:25])([CH3:24])[C:21](Br)=[O:22]. The catalyst is O1CCCC1. The product is [Br:19][C:20]([CH3:25])([CH3:24])[C:21]([O:12][CH2:11][CH2:10][CH2:9][CH2:8][CH2:7][CH2:6][CH2:5][CH2:4][CH2:3][CH:2]=[CH2:1])=[O:22]. The yield is 0.890.